Task: Regression. Given two drug SMILES strings and cell line genomic features, predict the synergy score measuring deviation from expected non-interaction effect.. Dataset: NCI-60 drug combinations with 297,098 pairs across 59 cell lines (1) Drug 1: C1CCN(CC1)CCOC2=CC=C(C=C2)C(=O)C3=C(SC4=C3C=CC(=C4)O)C5=CC=C(C=C5)O. Drug 2: CCCCCOC(=O)NC1=NC(=O)N(C=C1F)C2C(C(C(O2)C)O)O. Cell line: OVCAR3. Synergy scores: CSS=-5.02, Synergy_ZIP=-1.40, Synergy_Bliss=-5.66, Synergy_Loewe=-8.85, Synergy_HSA=-7.71. (2) Drug 1: CC1CCC2CC(C(=CC=CC=CC(CC(C(=O)C(C(C(=CC(C(=O)CC(OC(=O)C3CCCCN3C(=O)C(=O)C1(O2)O)C(C)CC4CCC(C(C4)OC)O)C)C)O)OC)C)C)C)OC. Drug 2: C1C(C(OC1N2C=NC3=C2NC=NCC3O)CO)O. Cell line: DU-145. Synergy scores: CSS=26.6, Synergy_ZIP=-7.11, Synergy_Bliss=-0.747, Synergy_Loewe=-1.49, Synergy_HSA=1.04. (3) Drug 1: C1CN1C2=NC(=NC(=N2)N3CC3)N4CC4. Drug 2: CC1C(C(CC(O1)OC2CC(CC3=C2C(=C4C(=C3O)C(=O)C5=CC=CC=C5C4=O)O)(C(=O)C)O)N)O. Cell line: 786-0. Synergy scores: CSS=54.7, Synergy_ZIP=4.24, Synergy_Bliss=4.32, Synergy_Loewe=-0.0866, Synergy_HSA=6.97. (4) Drug 1: CNC(=O)C1=NC=CC(=C1)OC2=CC=C(C=C2)NC(=O)NC3=CC(=C(C=C3)Cl)C(F)(F)F. Drug 2: CC12CCC3C(C1CCC2OP(=O)(O)O)CCC4=C3C=CC(=C4)OC(=O)N(CCCl)CCCl.[Na+]. Cell line: KM12. Synergy scores: CSS=32.0, Synergy_ZIP=10.7, Synergy_Bliss=12.3, Synergy_Loewe=15.0, Synergy_HSA=14.0. (5) Drug 1: C1=NC2=C(N=C(N=C2N1C3C(C(C(O3)CO)O)O)F)N. Drug 2: CN(C(=O)NC(C=O)C(C(C(CO)O)O)O)N=O. Cell line: CCRF-CEM. Synergy scores: CSS=63.8, Synergy_ZIP=-1.35, Synergy_Bliss=-0.123, Synergy_Loewe=-43.3, Synergy_HSA=0.355. (6) Drug 1: C1=NNC2=C1C(=O)NC=N2. Drug 2: C1CC(=O)NC(=O)C1N2C(=O)C3=CC=CC=C3C2=O. Cell line: M14. Synergy scores: CSS=-6.07, Synergy_ZIP=10.2, Synergy_Bliss=15.3, Synergy_Loewe=-0.726, Synergy_HSA=0.902. (7) Drug 1: CC12CCC3C(C1CCC2O)C(CC4=C3C=CC(=C4)O)CCCCCCCCCS(=O)CCCC(C(F)(F)F)(F)F. Drug 2: CC(C)NC(=O)C1=CC=C(C=C1)CNNC.Cl. Cell line: OVCAR-4. Synergy scores: CSS=-5.12, Synergy_ZIP=2.31, Synergy_Bliss=0.679, Synergy_Loewe=-3.39, Synergy_HSA=-3.39. (8) Drug 1: COC1=CC(=CC(=C1O)OC)C2C3C(COC3=O)C(C4=CC5=C(C=C24)OCO5)OC6C(C(C7C(O6)COC(O7)C8=CC=CS8)O)O. Drug 2: C1=NC(=NC(=O)N1C2C(C(C(O2)CO)O)O)N. Cell line: A498. Synergy scores: CSS=31.3, Synergy_ZIP=1.89, Synergy_Bliss=3.26, Synergy_Loewe=-2.24, Synergy_HSA=4.86.